Task: Predict which catalyst facilitates the given reaction.. Dataset: Catalyst prediction with 721,799 reactions and 888 catalyst types from USPTO (1) Reactant: [Br:1][C:2]1[C:3]([CH3:13])=[C:4]([C:8]([O:10][CH2:11][CH3:12])=[O:9])[NH:5][C:6]=1[CH3:7].[H-].[Na+].[CH3:16]I. Product: [Br:1][C:2]1[C:3]([CH3:13])=[C:4]([C:8]([O:10][CH2:11][CH3:12])=[O:9])[N:5]([CH3:16])[C:6]=1[CH3:7]. The catalyst class is: 1. (2) Reactant: [F:1][C:2]1[CH:26]=[CH:25][CH:24]=[C:23]([F:27])[C:3]=1[C:4]([NH:6][C:7]1[C:8]([C:12]2[NH:16][C:15]3[CH:17]=[CH:18][CH:19]=[C:20](C=O)[C:14]=3[N:13]=2)=[N:9][NH:10][CH:11]=1)=[O:5].[NH:28]1[CH2:33][CH2:32][O:31][CH2:30][CH2:29]1.[C:34](O[BH-](OC(=O)C)OC(=O)C)(=O)C.[Na+]. Product: [F:27][C:23]1[CH:24]=[CH:25][CH:26]=[C:2]([F:1])[C:3]=1[C:4]([NH:6][C:7]1[C:8]([C:12]2[N:16]([CH3:34])[C:15]3[CH:17]=[CH:18][CH:19]=[C:20]([N:28]4[CH2:33][CH2:32][O:31][CH2:30][CH2:29]4)[C:14]=3[N:13]=2)=[N:9][NH:10][CH:11]=1)=[O:5]. The catalyst class is: 168. (3) Reactant: C[O:2][C:3]([C:5]1[S:6][C:7]([C:28]2[CH:33]=[CH:32][CH:31]=[CH:30][CH:29]=2)=[CH:8][C:9]=1[N:10]([C:19]([CH:21]1[CH2:26][CH2:25][CH:24]([CH3:27])[CH2:23][CH2:22]1)=[O:20])[CH2:11][CH:12]1[CH2:17][CH2:16][CH2:15][N:14]([CH3:18])[CH2:13]1)=[O:4].O[Li].O. Product: [CH3:27][CH:24]1[CH2:25][CH2:26][CH:21]([C:19]([N:10]([CH2:11][CH:12]2[CH2:17][CH2:16][CH2:15][N:14]([CH3:18])[CH2:13]2)[C:9]2[CH:8]=[C:7]([C:28]3[CH:33]=[CH:32][CH:31]=[CH:30][CH:29]=3)[S:6][C:5]=2[C:3]([OH:4])=[O:2])=[O:20])[CH2:22][CH2:23]1. The catalyst class is: 87. (4) Reactant: [CH3:1][N:2]1[CH2:7][CH2:6][NH:5][CH2:4][CH2:3]1.CCN(CC)CC.Cl[S:16]([CH2:19][C@H:20]([CH3:31])[C:21]([O:23][CH2:24][C:25]1[CH:30]=[CH:29][CH:28]=[CH:27][CH:26]=1)=[O:22])(=[O:18])=[O:17]. Product: [CH3:1][N:2]1[CH2:7][CH2:6][N:5]([S:16]([CH2:19][C@H:20]([CH3:31])[C:21]([O:23][CH2:24][C:25]2[CH:30]=[CH:29][CH:28]=[CH:27][CH:26]=2)=[O:22])(=[O:18])=[O:17])[CH2:4][CH2:3]1. The catalyst class is: 2. (5) Reactant: [Cl:1][C:2]1[CH:7]=[C:6]([Cl:8])[CH:5]=[CH:4][C:3]=1[C:9]1[N:10]=[C:11](/[CH:16]=[CH:17]/[C:18]2[CH:23]=[CH:22][C:21]([C:24]3[CH:29]=[CH:28][C:27]([O:30][CH2:31][CH2:32][CH2:33][C:34]([OH:36])=[O:35])=[CH:26][CH:25]=3)=[CH:20][CH:19]=2)[N:12]([CH2:14][CH3:15])[CH:13]=1.[C:37]([O:43][CH2:44]Cl)(=[O:42])[C:38]([CH3:41])([CH3:40])[CH3:39].C([O-])([O-])=O.[K+].[K+]. Product: [CH3:39][C:38]([CH3:41])([CH3:40])[C:37]([O:43][CH2:44][O:35][C:34](=[O:36])[CH2:33][CH2:32][CH2:31][O:30][C:27]1[CH:26]=[CH:25][C:24]([C:21]2[CH:22]=[CH:23][C:18](/[CH:17]=[CH:16]/[C:11]3[N:12]([CH2:14][CH3:15])[CH:13]=[C:9]([C:3]4[CH:4]=[CH:5][C:6]([Cl:8])=[CH:7][C:2]=4[Cl:1])[N:10]=3)=[CH:19][CH:20]=2)=[CH:29][CH:28]=1)=[O:42]. The catalyst class is: 303. (6) Reactant: Br[C:2]1[C:7](=[O:8])[N:6]([CH2:9][C:10]2[CH:15]=[CH:14][C:13]([C:16]3[C:17]([C:22]#[N:23])=[CH:18][CH:19]=[CH:20][CH:21]=3)=[CH:12][C:11]=2[F:24])[C:5]([CH2:25][CH2:26][CH2:27][CH3:28])=[N:4][C:3]=1[CH3:29].[O:30]1[C:34]2[CH:35]=[CH:36][C:37](B(O)O)=[CH:38][C:33]=2[CH2:32][CH2:31]1.C(=O)([O-])[O-].[Cs+].[Cs+]. Product: [CH2:25]([C:5]1[N:6]([CH2:9][C:10]2[CH:15]=[CH:14][C:13]([C:16]3[C:17]([C:22]#[N:23])=[CH:18][CH:19]=[CH:20][CH:21]=3)=[CH:12][C:11]=2[F:24])[C:7](=[O:8])[C:2]([C:37]2[CH:36]=[CH:35][C:34]3[O:30][CH2:31][CH2:32][C:33]=3[CH:38]=2)=[C:3]([CH3:29])[N:4]=1)[CH2:26][CH2:27][CH3:28]. The catalyst class is: 439. (7) Reactant: [N:1]1([C:5]2[CH:10]=[CH:9][N:8]3[CH:11]=[C:12]([C:14]4[CH:19]=[CH:18][C:17]([OH:20])=[CH:16][CH:15]=4)[N:13]=[C:7]3[CH:6]=2)[CH2:4][CH2:3][CH2:2]1.Br[CH2:22][CH2:23][F:24].C([O-])([O-])=O.[Cs+].[Cs+].CN(C=O)C. Product: [N:1]1([C:5]2[CH:10]=[CH:9][N:8]3[CH:11]=[C:12]([C:14]4[CH:19]=[CH:18][C:17]([O:20][CH2:22][CH2:23][F:24])=[CH:16][CH:15]=4)[N:13]=[C:7]3[CH:6]=2)[CH2:2][CH2:3][CH2:4]1. The catalyst class is: 34.